Task: Predict the product of the given reaction.. Dataset: Forward reaction prediction with 1.9M reactions from USPTO patents (1976-2016) (1) Given the reactants I[C:2]1[CH:29]=[CH:28][C:5]2[N:6]([CH2:9][C:10]3[CH:15]=[CH:14][C:13]([O:16][CH2:17][C:18]4[CH:19]=[N:20][C:21]([O:24][CH3:25])=[CH:22][CH:23]=4)=[C:12]([O:26][CH3:27])[CH:11]=3)[CH:7]=[N:8][C:4]=2[CH:3]=1.[NH:30]1[CH2:35][CH2:34][CH:33]([NH:36][C:37](=[O:43])[O:38][C:39]([CH3:42])([CH3:41])[CH3:40])[CH2:32][CH2:31]1.C(=O)([O-])[O-].[K+].[K+].N1CCC[C@H]1C(O)=O, predict the reaction product. The product is: [C:39]([O:38][C:37](=[O:43])[NH:36][CH:33]1[CH2:34][CH2:35][N:30]([C:2]2[CH:29]=[CH:28][C:5]3[N:6]([CH2:9][C:10]4[CH:15]=[CH:14][C:13]([O:16][CH2:17][C:18]5[CH:19]=[N:20][C:21]([O:24][CH3:25])=[CH:22][CH:23]=5)=[C:12]([O:26][CH3:27])[CH:11]=4)[CH:7]=[N:8][C:4]=3[CH:3]=2)[CH2:31][CH2:32]1)([CH3:42])([CH3:40])[CH3:41]. (2) Given the reactants [C:1]([O:5][C:6]([CH2:8][CH:9]([C:12]#[N:13])[C:10]#[N:11])=[O:7])([CH3:4])([CH3:3])[CH3:2].[F:14][C:15]([F:21])([F:20])[CH2:16][CH2:17][CH2:18]Br.C(=O)([O-])[O-].[K+].[K+].Cl, predict the reaction product. The product is: [C:1]([O:5][C:6]([CH2:8][C:9]([CH2:18][CH2:17][CH2:16][C:15]([F:21])([F:20])[F:14])([C:12]#[N:13])[C:10]#[N:11])=[O:7])([CH3:4])([CH3:2])[CH3:3]. (3) The product is: [F:26][C:5]1[CH:4]=[C:3]([F:27])[C:2]([C:32]2[CH:33]=[N:28][CH:29]=[N:30][CH:31]=2)=[CH:7][C:6]=1[C@:8]12[CH2:17][CH2:16][O:15][CH2:14][CH:13]1[CH2:12][S:11][C:10]([NH:18][C:19](=[O:25])[O:20][C:21]([CH3:24])([CH3:23])[CH3:22])=[N:9]2. Given the reactants Br[C:2]1[C:3]([F:27])=[CH:4][C:5]([F:26])=[C:6]([C:8]23[CH2:17][CH2:16][O:15][CH2:14][CH:13]2[CH2:12][S:11][C:10]([NH:18][C:19](=[O:25])[O:20][C:21]([CH3:24])([CH3:23])[CH3:22])=[N:9]3)[CH:7]=1.[N:28]1[CH:33]=[C:32](B(O)O)[CH:31]=[N:30][CH:29]=1.C(=O)([O-])[O-].[Cs+].[Cs+], predict the reaction product. (4) Given the reactants N1C=C[C:3](B(O)O)=N1.Br[C:10]1[CH:11]=[C:12]2[C:17](=[CH:18][CH:19]=1)[N:16]([CH2:20][CH2:21][CH2:22][CH2:23][NH:24][C:25]([N:27]1[CH2:35][C:34]3[C:29](=[CH:30][CH:31]=[CH:32][CH:33]=3)[CH2:28]1)=[O:26])[C:15](=[O:36])[CH:14]=[C:13]2[CH2:37][CH2:38][CH2:39][OH:40].BrC1C=C2C(=CC=1)CN(C(N[C:54]1[CH:59]=[CH:58][C:57]([C:60](=[O:65])NCCC)=[CH:56][CH:55]=1)=O)C2, predict the reaction product. The product is: [C:60]([C:57]1[CH:58]=[C:59]([C:10]2[CH:11]=[C:12]3[C:17](=[CH:18][CH:19]=2)[N:16]([CH2:20][CH2:21][CH2:22][CH2:23][NH:24][C:25]([N:27]2[CH2:28][C:29]4[C:34](=[CH:33][CH:32]=[CH:31][CH:30]=4)[CH2:35]2)=[O:26])[C:15](=[O:36])[CH:14]=[C:13]3[CH2:37][CH2:38][CH2:39][OH:40])[CH:54]=[CH:55][CH:56]=1)(=[O:65])[CH3:3]. (5) Given the reactants [OH:1][C:2]1[CH:3]=[C:4]2[C:9](=[CH:10][CH:11]=1)[CH:8]=[C:7]([C:12]#[C:13][CH2:14][CH2:15][NH:16][C:17](=[O:26])[O:18][CH2:19][C:20]1[CH:25]=[CH:24][CH:23]=[CH:22][CH:21]=1)[CH:6]=[CH:5]2.[O:27]1[CH2:29][CH:28]1[CH2:30][OH:31].C(N(CC)CC)C, predict the reaction product. The product is: [OH:27][CH:28]([CH2:30][OH:31])[CH2:29][O:1][C:2]1[CH:3]=[C:4]2[C:9](=[CH:10][CH:11]=1)[CH:8]=[C:7]([C:12]#[C:13][CH2:14][CH2:15][NH:16][C:17](=[O:26])[O:18][CH2:19][C:20]1[CH:21]=[CH:22][CH:23]=[CH:24][CH:25]=1)[CH:6]=[CH:5]2. (6) Given the reactants [Cl:1][C:2]1[CH:3]=[C:4]([N:13]([CH2:31][CH3:32])[C@H:14]2[CH2:19][CH2:18][C@H:17]([N:20]([CH2:22][C:23]3[CH:28]=[CH:27][CH:26]=[C:25]([O:29][CH3:30])[CH:24]=3)[CH3:21])[CH2:16][CH2:15]2)[C:5]([CH3:12])=[C:6]([CH:11]=1)[C:7]([O:9]C)=[O:8].[OH-].[Na+], predict the reaction product. The product is: [Cl:1][C:2]1[CH:3]=[C:4]([N:13]([CH2:31][CH3:32])[C@H:14]2[CH2:15][CH2:16][C@H:17]([N:20]([CH2:22][C:23]3[CH:28]=[CH:27][CH:26]=[C:25]([O:29][CH3:30])[CH:24]=3)[CH3:21])[CH2:18][CH2:19]2)[C:5]([CH3:12])=[C:6]([CH:11]=1)[C:7]([OH:9])=[O:8]. (7) Given the reactants Cl.[C:2]1([C:8]2[CH2:9][CH2:10][NH:11][CH2:12][CH:13]=2)[CH:7]=[CH:6][CH:5]=[CH:4][CH:3]=1.C(N(CC)CC)C.Br[CH2:22][CH2:23][C:24]([O:26]C)=[O:25], predict the reaction product. The product is: [C:2]1([C:8]2[CH2:13][CH2:12][N:11]([CH2:22][CH2:23][C:24]([OH:26])=[O:25])[CH2:10][CH:9]=2)[CH:7]=[CH:6][CH:5]=[CH:4][CH:3]=1.